From a dataset of Full USPTO retrosynthesis dataset with 1.9M reactions from patents (1976-2016). Predict the reactants needed to synthesize the given product. (1) Given the product [F:30][C:27]1[CH:28]=[CH:29][C:24]([C@H:18]2[CH2:19][C:20](=[O:2])[CH:21]=[CH:22][NH:17]2)=[C:25]([CH3:31])[CH:26]=1, predict the reactants needed to synthesize it. The reactants are: C[O-:2].[Na+].C([C@@H]1CC[C@@H](C)C[C@H]1OC([N:17]1[CH:22]=[CH:21][CH2:20][C:19](=O)[C@H:18]1[C:24]1[CH:29]=[CH:28][C:27]([F:30])=[CH:26][C:25]=1[CH3:31])=O)(C)C. (2) Given the product [Cl:1][C:2]1[CH:7]=[CH:6][C:5]([B:8]2[O:10][C:16]([CH3:18])([CH3:17])[C:13]([CH3:15])([CH3:14])[O:9]2)=[C:4]([CH3:11])[CH:3]=1, predict the reactants needed to synthesize it. The reactants are: [Cl:1][C:2]1[CH:7]=[CH:6][C:5]([B:8]([OH:10])[OH:9])=[C:4]([CH3:11])[CH:3]=1.O[C:13]([C:16](O)([CH3:18])[CH3:17])([CH3:15])[CH3:14].[O-]S([O-])(=O)=O.[Mg+2]. (3) Given the product [F:13][C:12]([F:15])([F:14])[C:11]1[N:6]2[CH:5]=[N:4][C:3]([C:1]#[C:2][C:27]3[S:31][C:30]([S:32]([NH2:35])(=[O:34])=[O:33])=[CH:29][CH:28]=3)=[C:7]2[N:8]=[C:9]([C:16]2[CH:21]=[CH:20][C:19]([C:22]([F:25])([F:24])[F:23])=[CH:18][CH:17]=2)[CH:10]=1, predict the reactants needed to synthesize it. The reactants are: [C:1]([C:3]1[N:4]=[CH:5][N:6]2[C:11]([C:12]([F:15])([F:14])[F:13])=[CH:10][C:9]([C:16]3[CH:21]=[CH:20][C:19]([C:22]([F:25])([F:24])[F:23])=[CH:18][CH:17]=3)=[N:8][C:7]=12)#[CH:2].Br[C:27]1[S:31][C:30]([S:32]([NH2:35])(=[O:34])=[O:33])=[CH:29][CH:28]=1. (4) The reactants are: [F:1][C:2]1[CH:3]=[C:4]([C:9]2[CH:10]=[C:11]([CH2:20]OS(C)(=O)=O)[C:12](=[O:19])[N:13]([CH2:15][CH:16]([CH3:18])[CH3:17])[N:14]=2)[CH:5]=[CH:6][C:7]=1[CH3:8].[CH3:26][NH:27][CH3:28]. Given the product [CH3:26][N:27]([CH2:20][C:11]1[C:12](=[O:19])[N:13]([CH2:15][CH:16]([CH3:18])[CH3:17])[N:14]=[C:9]([C:4]2[CH:5]=[CH:6][C:7]([CH3:8])=[C:2]([F:1])[CH:3]=2)[CH:10]=1)[CH3:28], predict the reactants needed to synthesize it. (5) Given the product [Cl:1][C:2]1[N:3]=[N:4][C:5]([Cl:17])=[CH:6][C:7]=1[N:8]1[CH2:13][CH2:12][CH:11]([CH2:14][CH2:15][O:16][C:19]2[CH:26]=[CH:25][C:22]([C:23]#[N:24])=[CH:21][CH:20]=2)[CH2:10][CH2:9]1, predict the reactants needed to synthesize it. The reactants are: [Cl:1][C:2]1[N:3]=[N:4][C:5]([Cl:17])=[CH:6][C:7]=1[N:8]1[CH2:13][CH2:12][CH:11]([CH2:14][CH2:15][OH:16])[CH2:10][CH2:9]1.O[C:19]1[CH:26]=[CH:25][C:22]([C:23]#[N:24])=[CH:21][CH:20]=1.C1(P(C2C=CC=CC=2)C2C=CC=CC=2)C=CC=CC=1.N(C(OCC)=O)=NC(OCC)=O. (6) Given the product [Cl:24][CH2:25][C:26]([CH3:31])([CH3:30])[C:27]([NH:1][C:2]1[C:3]([C:7]2[NH:23][C:10]3=[CH:11][C:12]4[C:13]([CH3:22])([CH3:21])[C:14](=[O:20])[N:15]([CH2:18][CH3:19])[C:16]=4[CH:17]=[C:9]3[N:8]=2)=[N:4][NH:5][CH:6]=1)=[O:28], predict the reactants needed to synthesize it. The reactants are: [NH2:1][C:2]1[C:3]([C:7]2[NH:23][C:10]3=[CH:11][C:12]4[C:13]([CH3:22])([CH3:21])[C:14](=[O:20])[N:15]([CH2:18][CH3:19])[C:16]=4[CH:17]=[C:9]3[N:8]=2)=[N:4][NH:5][CH:6]=1.[Cl:24][CH2:25][C:26]([CH3:31])([CH3:30])[C:27](Cl)=[O:28]. (7) Given the product [CH3:1][O:2][C:3]1[CH:23]=[CH:22][C:6]2[N:7]=[C:8]([N:10]3[C:14](=[O:15])[C:13](=[CH:26][N:27]([CH3:29])[CH3:28])[C:12]([C:16]4[CH:21]=[CH:20][CH:19]=[CH:18][CH:17]=4)=[N:11]3)[S:9][C:5]=2[CH:4]=1, predict the reactants needed to synthesize it. The reactants are: [CH3:1][O:2][C:3]1[CH:23]=[CH:22][C:6]2[N:7]=[C:8]([N:10]3[C:14](=[O:15])[CH:13]=[C:12]([C:16]4[CH:21]=[CH:20][CH:19]=[CH:18][CH:17]=4)[NH:11]3)[S:9][C:5]=2[CH:4]=1.CO[CH:26](OC)[N:27]([CH3:29])[CH3:28].